This data is from Reaction yield outcomes from USPTO patents with 853,638 reactions. The task is: Predict the reaction yield, written as a fraction of the theoretical maximum amount of product (1.0 means a 100% yield; for example, 0.34 means a 34% yield). (1) The reactants are [Cl:1][C:2]1[CH:3]=[C:4]([C:9]2[CH:13]=[CH:12][NH:11][N:10]=2)[CH:5]=[CH:6][C:7]=1[Cl:8].C(=O)([O-])[O-].[Cs+].[Cs+].[CH2:20]([CH:22]1[O:24][CH2:23]1)Cl. The catalyst is CN(C=O)C. The product is [Cl:1][C:2]1[CH:3]=[C:4]([C:9]2[CH:13]=[CH:12][N:11]([CH2:20][CH:22]3[CH2:23][O:24]3)[N:10]=2)[CH:5]=[CH:6][C:7]=1[Cl:8]. The yield is 0.820. (2) The reactants are Cl[CH2:2][C:3]1[C:4]([S:9][CH2:10][CH2:11][CH3:12])=[N:5][CH:6]=[CH:7][CH:8]=1.C([O:15][C:16]([CH:18]1[CH2:20][CH:19]1[CH2:21][C:22]1[CH:27]=[C:26]([F:28])[C:25]([OH:29])=[C:24]([F:30])[CH:23]=1)=[O:17])C. No catalyst specified. The product is [F:28][C:26]1[CH:27]=[C:22]([CH:23]=[C:24]([F:30])[C:25]=1[O:29][CH2:2][C:3]1[C:4]([S:9][CH2:10][CH2:11][CH3:12])=[N:5][CH:6]=[CH:7][CH:8]=1)[CH2:21][CH:19]1[CH2:20][CH:18]1[C:16]([OH:17])=[O:15]. The yield is 0.770. (3) The reactants are [Cl:1][C:2]1[N:7]=[C:6]([NH:8]C(=O)C(C)(C)C)[CH:5]=[CH:4][C:3]=1[CH2:15][CH3:16].[OH-].[Na+]. The catalyst is Cl. The product is [Cl:1][C:2]1[N:7]=[C:6]([NH2:8])[CH:5]=[CH:4][C:3]=1[CH2:15][CH3:16]. The yield is 0.860. (4) The reactants are CC1C=CC(S(O[CH2:12][CH:13]2[CH2:22][CH2:21][C:20]3[C:15](=[C:16]([C:23]4[CH:28]=[CH:27][CH:26]=[CH:25][C:24]=4[Cl:29])[CH:17]=[CH:18][CH:19]=3)[O:14]2)(=O)=O)=CC=1.[CH3:30][NH2:31]. The catalyst is CS(C)=O.C(OCC)C. The product is [Cl:29][C:24]1[CH:25]=[CH:26][CH:27]=[CH:28][C:23]=1[C:16]1[CH:17]=[CH:18][CH:19]=[C:20]2[C:15]=1[O:14][CH:13]([CH2:12][NH:31][CH3:30])[CH2:22][CH2:21]2. The yield is 0.790. (5) The yield is 0.380. The catalyst is CC(O)(C)C.O1CCOCC1. The product is [C:1]([C:3]1[C:4]([F:13])=[C:5]([NH:28][C:31](=[O:32])[O:33][C:34]([CH3:37])([CH3:36])[CH3:35])[C:9]([F:12])=[CH:10][CH:11]=1)#[N:2]. The reactants are [C:1]([C:3]1[C:4]([F:13])=[C:5]([C:9]([F:12])=[CH:10][CH:11]=1)C(O)=O)#[N:2].C1C=CC(P([N:28]=[N+]=[N-])(C2C=CC=CC=2)=O)=CC=1.[C:31](O[C:31]([O:33][C:34]([CH3:37])([CH3:36])[CH3:35])=[O:32])([O:33][C:34]([CH3:37])([CH3:36])[CH3:35])=[O:32].N(CCO)(CCO)CCO. (6) The reactants are [Br:1][C:2]1[C:3]([CH3:13])=[N:4][C:5]([C:8]2[N:12]=[CH:11][NH:10][N:9]=2)=[CH:6][CH:7]=1.[O:14]1[CH:19]=[CH:18][CH2:17][CH2:16][CH2:15]1. The catalyst is O1CCCC1.C(OCC)(=O)C.CCCCCC.C(O)(C(F)(F)F)=O. The product is [Br:1][C:2]1[C:3]([CH3:13])=[N:4][C:5]([C:8]2[N:12]=[CH:11][N:10]([CH:15]3[CH2:16][CH2:17][CH2:18][CH2:19][O:14]3)[N:9]=2)=[CH:6][CH:7]=1. The yield is 0.420. (7) The reactants are F[C:2]1[CH:7]=[C:6]([F:8])[CH:5]=[CH:4][C:3]=1[N+:9]([O-:11])=[O:10].[NH:12]1[CH2:17][CH2:16][CH2:15][CH2:14][CH2:13]1. The catalyst is CCO. The product is [F:8][C:6]1[CH:5]=[CH:4][C:3]([N+:9]([O-:11])=[O:10])=[C:2]([N:12]2[CH2:17][CH2:16][CH2:15][CH2:14][CH2:13]2)[CH:7]=1. The yield is 0.370. (8) The reactants are [F:1][C:2]1[N:7]=[CH:6][C:5]([CH:8]([C:10]2[CH:15]=[CH:14][C:13]([S:16][CH3:17])=[CH:12][CH:11]=2)O)=[CH:4][CH:3]=1.FC(F)(F)C(O)=O.C([SiH](CC)CC)C. The catalyst is C(Cl)Cl. The product is [F:1][C:2]1[CH:3]=[CH:4][C:5]([CH2:8][C:10]2[CH:15]=[CH:14][C:13]([S:16][CH3:17])=[CH:12][CH:11]=2)=[CH:6][N:7]=1. The yield is 0.890.